From a dataset of Full USPTO retrosynthesis dataset with 1.9M reactions from patents (1976-2016). Predict the reactants needed to synthesize the given product. (1) Given the product [CH2:34]([C:11]1[CH:12]=[C:13]([C:17]2[N:21]=[C:20]([C:22]3[S:23][C:24]([CH2:28][N:29]([CH:31]([CH3:33])[CH3:32])[CH3:30])=[C:25]([CH3:27])[CH:26]=3)[O:19][N:18]=2)[CH:14]=[C:15]([CH3:16])[C:10]=1[CH2:9][CH2:8][C:7]([NH:6][CH2:5][C:4]([OH:37])=[O:3])=[O:36])[CH3:35], predict the reactants needed to synthesize it. The reactants are: C([O:3][C:4](=[O:37])[CH2:5][NH:6][C:7](=[O:36])[CH2:8][CH2:9][C:10]1[C:15]([CH3:16])=[CH:14][C:13]([C:17]2[N:21]=[C:20]([C:22]3[S:23][C:24]([CH2:28][N:29]([CH:31]([CH3:33])[CH3:32])[CH3:30])=[C:25]([CH3:27])[CH:26]=3)[O:19][N:18]=2)=[CH:12][C:11]=1[CH2:34][CH3:35])C. (2) Given the product [CH:28]1([NH:31][C:11](=[O:13])[C:10]2[CH:15]=[CH:16][C:7]([CH3:6])=[C:8]([C:17]3[CH:26]=[C:25]4[C:24](=[CH:19][CH:18]=3)[C:23](=[O:27])[NH:22][CH:21]=[CH:20]4)[CH:9]=2)[CH2:30][CH2:29]1, predict the reactants needed to synthesize it. The reactants are: C([Mg]Cl)(C)C.[CH3:6][C:7]1[CH:16]=[CH:15][C:10]([C:11]([O:13]C)=O)=[CH:9][C:8]=1[C:17]1[CH:18]=[C:19]2[C:24](=[CH:25][CH:26]=1)[C:23](=[O:27])[NH:22][CH:21]=[CH:20]2.[CH:28]1([NH2:31])[CH2:30][CH2:29]1. (3) Given the product [CH2:1]([N:8]1[C:25](=[O:26])[CH2:24][S:10][C:9]1=[N:11][C:12]1[CH:17]=[C:16]([CH:15]=[CH:14][C:13]=1[NH:20][CH2:21][CH3:22])[C:18]#[N:19])[C:2]1[CH:7]=[CH:6][CH:5]=[CH:4][CH:3]=1, predict the reactants needed to synthesize it. The reactants are: [CH2:1]([NH:8][C:9]([NH:11][C:12]1[CH:17]=[C:16]([C:18]#[N:19])[CH:15]=[CH:14][C:13]=1[NH:20][CH2:21][CH3:22])=[S:10])[C:2]1[CH:7]=[CH:6][CH:5]=[CH:4][CH:3]=1.Cl[CH2:24][C:25](OCC)=[O:26].C1CCN2C(=NCCC2)CC1. (4) Given the product [CH2:17]([O:19][C:20]([C:22]1([CH2:28][C:29]2[CH:30]=[CH:31][CH:32]=[CH:33][CH:34]=2)[CH2:23][CH2:24][N:25]([C:2]2[N:11]=[C:10]([OH:12])[C:9]3[C:4](=[CH:5][C:6]([O:15][CH3:16])=[C:7]([O:13][CH3:14])[CH:8]=3)[N:3]=2)[CH2:26][CH2:27]1)=[O:21])[CH3:18], predict the reactants needed to synthesize it. The reactants are: Cl[C:2]1[N:11]=[C:10]([OH:12])[C:9]2[C:4](=[CH:5][C:6]([O:15][CH3:16])=[C:7]([O:13][CH3:14])[CH:8]=2)[N:3]=1.[CH2:17]([O:19][C:20]([C:22]1([CH2:28][C:29]2[CH:34]=[CH:33][CH:32]=[CH:31][CH:30]=2)[CH2:27][CH2:26][NH:25][CH2:24][CH2:23]1)=[O:21])[CH3:18].Cl.CCN(C(C)C)C(C)C. (5) Given the product [C:19]12([C:29](=[O:41])[CH2:30][O:31][C:32]3[CH:40]=[CH:39][C:35]([C:36]([NH:3][CH2:2][CH3:1])=[O:38])=[CH:34][CH:33]=3)[CH2:28][CH:23]3[CH2:22][CH:21]([CH2:27][CH:25]([CH2:24]3)[CH2:26]1)[CH2:20]2, predict the reactants needed to synthesize it. The reactants are: [CH3:1][CH2:2][N:3]=C=NCCCN(C)C.CCN(CC)CC.[C:19]12([C:29](=[O:41])[CH2:30][O:31][C:32]3[CH:40]=[CH:39][C:35]([C:36]([OH:38])=O)=[CH:34][CH:33]=3)[CH2:28][CH:23]3[CH2:24][CH:25]([CH2:27][CH:21]([CH2:22]3)[CH2:20]1)[CH2:26]2.C(N)C. (6) Given the product [Cl:1][C:2]1[CH:3]=[C:4]([NH:8][C:9]2[N:14]=[C:13]([C:15]([F:17])([F:18])[F:16])[C:12]([NH:19][C:26](=[O:33])[C:27]3[CH:32]=[CH:31][CH:30]=[CH:29][CH:28]=3)=[CH:11][N:10]=2)[CH:5]=[CH:6][CH:7]=1, predict the reactants needed to synthesize it. The reactants are: [Cl:1][C:2]1[CH:3]=[C:4]([NH:8][C:9]2[N:14]=[C:13]([C:15]([F:18])([F:17])[F:16])[C:12]([NH2:19])=[CH:11][N:10]=2)[CH:5]=[CH:6][CH:7]=1.N1C=CC=CC=1.[C:26](Cl)(=[O:33])[C:27]1[CH:32]=[CH:31][CH:30]=[CH:29][CH:28]=1.C(=O)([O-])O.[Na+]. (7) Given the product [CH2:17]([NH:16][C:15]([C:14]1[C:9]([O:8][CH2:7][C:6]([OH:35])=[O:5])=[N:10][CH:11]=[C:12]([C:25](=[O:34])[NH:26][CH2:27][C:28]2[CH:29]=[CH:30][CH:31]=[CH:32][CH:33]=2)[CH:13]=1)=[O:24])[C:18]1[CH:19]=[CH:20][CH:21]=[CH:22][CH:23]=1, predict the reactants needed to synthesize it. The reactants are: C([O:5][C:6](=[O:35])[CH2:7][O:8][C:9]1[C:14]([C:15](=[O:24])[NH:16][CH2:17][C:18]2[CH:23]=[CH:22][CH:21]=[CH:20][CH:19]=2)=[CH:13][C:12]([C:25](=[O:34])[NH:26][CH2:27][C:28]2[CH:33]=[CH:32][CH:31]=[CH:30][CH:29]=2)=[CH:11][N:10]=1)(C)(C)C. (8) Given the product [C:1]12([C:11]3[CH:12]=[C:13]([C:18]4[CH:19]=[C:20]([C:23]([OH:27])=[CH:24][C:25]=4[OH:26])[CH:21]=[C:34]4[S:28][C:29]([N:35]5[CH2:40][CH2:39][O:38][CH2:37][CH2:36]5)=[N:31][C:32]4=[O:33])[CH:14]=[CH:15][C:16]=3[OH:17])[CH2:2][CH:3]3[CH2:9][CH:7]([CH2:6][CH:5]([CH2:4]3)[CH2:10]1)[CH2:8]2, predict the reactants needed to synthesize it. The reactants are: [C:1]12([C:11]3[CH:12]=[C:13]([C:18]4[CH:19]=[C:20]([C:23]([OH:27])=[CH:24][C:25]=4[OH:26])[CH:21]=O)[CH:14]=[CH:15][C:16]=3[OH:17])[CH2:10][CH:5]3[CH2:6][CH:7]([CH2:9][CH:3]([CH2:4]3)[CH2:2]1)[CH2:8]2.[S:28]1[CH2:34][C:32](=[O:33])[NH:31][C:29]1=S.[NH:35]1[CH2:40][CH2:39][O:38][CH2:37][CH2:36]1. (9) Given the product [C:27]([OH:29])(=[O:28])[CH:18]([CH3:19])[OH:35].[CH3:1][O:2]/[N:3]=[C:4](\[C:10]([NH:12][C@@H:13]1[C:16](=[O:17])[N:15]2[C:18]([C:27]([OH:29])=[O:28])=[C:19]([CH2:22][O:23][C:24]([NH2:26])=[O:25])[CH2:20][S:21][C@H:14]12)=[O:11])/[C:5]1[O:9][CH:8]=[CH:7][CH:6]=1.[Na:30], predict the reactants needed to synthesize it. The reactants are: [CH3:1][O:2]/[N:3]=[C:4](\[C:10]([NH:12][C@@H:13]1[C:16](=[O:17])[N:15]2[C:18]([C:27]([OH:29])=[O:28])=[C:19]([CH2:22][O:23][C:24]([NH2:26])=[O:25])[CH2:20][S:21][C@H:14]12)=[O:11])/[C:5]1[O:9][CH:8]=[CH:7][CH:6]=1.[Na:30].C(C(CCCC)C(O)=[O:35])C.C(C(CC)C(O)=O)C. (10) Given the product [CH2:18]([NH:20][C:21](=[O:22])[NH:23][C:24]1[N:25]=[CH:26][C:27]([C:2]2[CH:7]=[C:6]([N:8]3[CH2:13][CH2:12][O:11][CH2:10][CH2:9]3)[N:5]=[C:4]([C:14]([O:16][CH3:17])=[O:15])[CH:3]=2)=[C:28]([C:30]2[S:31][CH:32]=[C:33]([C:35]([F:38])([F:37])[F:36])[N:34]=2)[CH:29]=1)[CH3:19], predict the reactants needed to synthesize it. The reactants are: Cl[C:2]1[CH:7]=[C:6]([N:8]2[CH2:13][CH2:12][O:11][CH2:10][CH2:9]2)[N:5]=[C:4]([C:14]([O:16][CH3:17])=[O:15])[CH:3]=1.[CH2:18]([NH:20][C:21]([NH:23][C:24]1[CH:29]=[C:28]([C:30]2[S:31][CH:32]=[C:33]([C:35]([F:38])([F:37])[F:36])[N:34]=2)[C:27](B2OC(C)(C)C(C)(C)O2)=[CH:26][N:25]=1)=[O:22])[CH3:19].O1CCOCC1.C(=O)(O)[O-].[Na+].